The task is: Regression. Given two drug SMILES strings and cell line genomic features, predict the synergy score measuring deviation from expected non-interaction effect.. This data is from NCI-60 drug combinations with 297,098 pairs across 59 cell lines. (1) Synergy scores: CSS=62.9, Synergy_ZIP=3.25, Synergy_Bliss=5.79, Synergy_Loewe=-41.4, Synergy_HSA=6.63. Drug 2: C(CCl)NC(=O)N(CCCl)N=O. Cell line: A549. Drug 1: C1=CN(C(=O)N=C1N)C2C(C(C(O2)CO)O)O.Cl. (2) Drug 1: C1=CC=C(C(=C1)C(C2=CC=C(C=C2)Cl)C(Cl)Cl)Cl. Drug 2: C1=NNC2=C1C(=O)NC=N2. Cell line: HOP-62. Synergy scores: CSS=1.87, Synergy_ZIP=-1.30, Synergy_Bliss=-1.14, Synergy_Loewe=-2.10, Synergy_HSA=-1.47. (3) Drug 1: CN1C2=C(C=C(C=C2)N(CCCl)CCCl)N=C1CCCC(=O)O.Cl. Drug 2: CN(C(=O)NC(C=O)C(C(C(CO)O)O)O)N=O. Cell line: HS 578T. Synergy scores: CSS=0.0715, Synergy_ZIP=-2.69, Synergy_Bliss=-5.96, Synergy_Loewe=-5.86, Synergy_HSA=-5.11. (4) Drug 2: C1=CC=C(C=C1)NC(=O)CCCCCCC(=O)NO. Drug 1: C1=CC(=CC=C1CCC2=CNC3=C2C(=O)NC(=N3)N)C(=O)NC(CCC(=O)O)C(=O)O. Cell line: HCT116. Synergy scores: CSS=58.0, Synergy_ZIP=-1.26, Synergy_Bliss=-2.22, Synergy_Loewe=-0.974, Synergy_HSA=1.82.